This data is from Reaction yield outcomes from USPTO patents with 853,638 reactions. The task is: Predict the reaction yield, written as a fraction of the theoretical maximum amount of product (1.0 means a 100% yield; for example, 0.34 means a 34% yield). (1) The reactants are [Cl-].O[NH3+:3].[C:4](=[O:7])([O-])[OH:5].[Na+].CS(C)=O.[N:13]1([CH:19]([C:21]2[N:22]=[C:23]([CH2:43][CH2:44][CH3:45])[N:24]([CH2:28][C:29]3[CH:34]=[CH:33][C:32]([C:35]4[C:36]([C:41]#[N:42])=[CH:37][CH:38]=[CH:39][CH:40]=4)=[CH:31][CH:30]=3)[C:25](=[O:27])[CH:26]=2)[CH3:20])[CH2:18][CH2:17][O:16][CH2:15][CH2:14]1. The catalyst is C(OCC)(=O)C. The product is [N:13]1([CH:19]([C:21]2[N:22]=[C:23]([CH2:43][CH2:44][CH3:45])[N:24]([CH2:28][C:29]3[CH:34]=[CH:33][C:32]([C:35]4[CH:40]=[CH:39][CH:38]=[CH:37][C:36]=4[C:41]4[NH:3][C:4](=[O:7])[O:5][N:42]=4)=[CH:31][CH:30]=3)[C:25](=[O:27])[CH:26]=2)[CH3:20])[CH2:18][CH2:17][O:16][CH2:15][CH2:14]1. The yield is 0.260. (2) The reactants are [Cl:1][C:2]1[CH:7]=[C:6](Cl)[N:5]=[C:4]([NH2:9])[N:3]=1.[CH3:10][O:11][C:12]1[CH:17]=[CH:16][CH:15]=[CH:14][C:13]=1B(O)O.C(COC)OC.C([O-])(O)=O.[Na+]. The catalyst is Cl[Pd](Cl)([P](C1C=CC=CC=1)(C1C=CC=CC=1)C1C=CC=CC=1)[P](C1C=CC=CC=1)(C1C=CC=CC=1)C1C=CC=CC=1.O. The product is [Cl:1][C:2]1[CH:7]=[C:6]([C:13]2[CH:14]=[CH:15][CH:16]=[CH:17][C:12]=2[O:11][CH3:10])[N:5]=[C:4]([NH2:9])[N:3]=1. The yield is 0.630. (3) The reactants are C(OC([NH:8][C:9]1[O:17][C:16]2[C:11](=[N:12][CH:13]=[C:14]([CH:18]3[CH2:20][CH2:19]3)[CH:15]=2)[C:10]=1[C:21]([NH:23][C:24]1[CH:25]=[N:26][CH:27]=[CH:28][C:29]=1[N:30]1[CH2:35][C@H:34]([C:36]([F:39])([F:38])[F:37])[CH2:33][C@H:32]([NH:40]C(=O)OC(C)(C)C)[CH2:31]1)=[O:22])=O)(C)(C)C.Cl.O1CCOCC1. The catalyst is CO. The product is [NH2:8][C:9]1[O:17][C:16]2[C:11](=[N:12][CH:13]=[C:14]([CH:18]3[CH2:19][CH2:20]3)[CH:15]=2)[C:10]=1[C:21]([NH:23][C:24]1[CH:25]=[N:26][CH:27]=[CH:28][C:29]=1[N:30]1[CH2:35][C@H:34]([C:36]([F:39])([F:38])[F:37])[CH2:33][C@H:32]([NH2:40])[CH2:31]1)=[O:22]. The yield is 0.470. (4) The reactants are [CH2:1]([N:5]1[CH:10]=[CH:9][CH:8]=[C:7]([OH:11])[C:6]1=[S:12])[CH2:2][CH2:3][CH3:4]. The catalyst is C(O)C. The product is [CH2:1]([N:5]1[CH:10]=[CH:9][C:8]([CH2:1][N:5]([CH3:10])[CH3:6])=[C:7]([OH:11])[C:6]1=[S:12])[CH2:2][CH2:3][CH3:4]. The yield is 0.950. (5) The reactants are [CH2:1]([N:8]([CH2:15][C:16]1[CH:21]=[CH:20][CH:19]=[CH:18][CH:17]=1)[C@H:9]([CH2:13][OH:14])[C:10](O)=[O:11])[C:2]1[CH:7]=[CH:6][CH:5]=[CH:4][CH:3]=1.C1C=CC2N(O)N=NC=2C=1.[CH2:32]([NH2:39])[C:33]1[CH:38]=[CH:37][CH:36]=[CH:35][CH:34]=1.CCN=C=NCCCN(C)C.Cl. The catalyst is ClCCl.C(N(CC)CC)C. The yield is 0.950. The product is [CH2:32]([NH:39][C:10](=[O:11])[C@H:9]([N:8]([CH2:15][C:16]1[CH:17]=[CH:18][CH:19]=[CH:20][CH:21]=1)[CH2:1][C:2]1[CH:7]=[CH:6][CH:5]=[CH:4][CH:3]=1)[CH2:13][OH:14])[C:33]1[CH:38]=[CH:37][CH:36]=[CH:35][CH:34]=1. (6) The catalyst is O.C(Cl)Cl. The reactants are [F:1][C:2]([F:33])([F:32])[O:3][C:4]1[CH:5]=[C:6]([CH:29]=[CH:30][CH:31]=1)[O:7][C:8]1[CH:9]=[C:10]([NH:14][CH2:15][C:16]2[CH:21]=[CH:20][CH:19]=[C:18]([O:22][C:23]([F:28])([F:27])[CH:24]([F:26])[F:25])[CH:17]=2)[CH:11]=[CH:12][CH:13]=1.[F:34][C:35]([F:41])([F:40])S([O-])(=[O:54])=[O:54].[Yb+3].[F:34][C:35]([F:41])([F:40])S([O-])(=O)=O.[F:34][C:35]([F:41])([F:40])S([O-])(=O)=[O:54].[C:59](#N)[CH3:60]. The yield is 0.230. The product is [F:1][C:2]([F:32])([F:33])[O:3][C:4]1[CH:5]=[C:6]([CH:29]=[CH:30][CH:31]=1)[O:7][C:8]1[CH:9]=[C:10]([N:14]([CH2:15][C:16]2[CH:21]=[CH:20][CH:19]=[C:18]([O:22][C:23]([F:27])([F:28])[CH:24]([F:26])[F:25])[CH:17]=2)[CH2:60][C@@H:59]([OH:54])[C:35]([F:41])([F:40])[F:34])[CH:11]=[CH:12][CH:13]=1. (7) The reactants are [O:1]1[CH2:5][CH2:4][O:3][CH:2]1[C:6]1[CH:13]=[CH:12][C:9]([CH:10]=[O:11])=[CH:8][C:7]=1[F:14].[BH4-].[Na+]. The catalyst is CO. The product is [O:1]1[CH2:5][CH2:4][O:3][CH:2]1[C:6]1[CH:13]=[CH:12][C:9]([CH2:10][OH:11])=[CH:8][C:7]=1[F:14]. The yield is 0.240. (8) The reactants are [C:1]([O:5][C:6]([N:8]1[CH2:12][CH2:11][CH2:10][C@H:9]1[CH2:13][OH:14])=[O:7])([CH3:4])([CH3:3])[CH3:2].[C:15]1([CH3:25])[CH:20]=[CH:19][C:18]([S:21](Cl)(=[O:23])=[O:22])=[CH:17][CH:16]=1. The catalyst is N1C=CC=CC=1. The product is [C:1]([O:5][C:6]([N:8]1[CH2:12][CH2:11][CH2:10][C@H:9]1[CH2:13][O:14][S:21]([C:18]1[CH:19]=[CH:20][C:15]([CH3:25])=[CH:16][CH:17]=1)(=[O:23])=[O:22])=[O:7])([CH3:4])([CH3:3])[CH3:2]. The yield is 0.990.